This data is from Reaction yield outcomes from USPTO patents with 853,638 reactions. The task is: Predict the reaction yield, written as a fraction of the theoretical maximum amount of product (1.0 means a 100% yield; for example, 0.34 means a 34% yield). (1) The reactants are Cl[C:2]1[CH:7]=[N:6][CH:5]=[C:4]([Cl:8])[N:3]=1.[NH2:9][CH:10]1[CH:15]2[CH2:16][CH2:17][CH:12]([CH2:13][CH2:14]2)[CH:11]1[C:18]([O:20][CH3:21])=[O:19].C(N(CC)C(C)C)(C)C. The catalyst is C(#N)C.CCOC(C)=O. The product is [Cl:8][C:4]1[N:3]=[C:2]([NH:9][CH:10]2[CH:15]3[CH2:14][CH2:13][CH:12]([CH2:17][CH2:16]3)[CH:11]2[C:18]([O:20][CH3:21])=[O:19])[CH:7]=[N:6][CH:5]=1. The yield is 0.320. (2) The reactants are CC1(CO)C[O:4]C1.C(Br)[C:9]1[CH:14]=CC=CC=1.C[C:17]([CH3:20])([O-:19])C.[K+].[C:22]1([OH:28])[CH:27]=[CH:26][CH:25]=[CH:24][CH:23]=1.C1(N=C=NC2CCCCC2)CCCCC1. The catalyst is C1COCC1.C(OCC)(=O)C. The product is [OH:28][C:22]1[CH:27]=[CH:26][C:25]([CH:14]([CH3:9])[CH2:20][C:17]([OH:4])=[O:19])=[CH:24][CH:23]=1. The yield is 0.240. (3) The reactants are Br[C:2]1[C:3]([O:16][CH3:17])=[CH:4][C:5]([N:8]2[CH2:13][CH2:12][N:11]([CH3:14])[CH2:10][C@@H:9]2[CH3:15])=[N:6][CH:7]=1.[Cl:18][C:19]1[C:24]([F:25])=[CH:23][CH:22]=[C:21]([Cl:26])[C:20]=1[C@H:27]([O:29][C:30]1[C:31]([NH2:45])=[N:32][CH:33]=[C:34](B2OC(C)(C)C(C)(C)O2)[CH:35]=1)[CH3:28]. No catalyst specified. The product is [Cl:18][C:19]1[C:24]([F:25])=[CH:23][CH:22]=[C:21]([Cl:26])[C:20]=1[C@H:27]([O:29][C:30]1[CH:35]=[C:34]([C:2]2[CH:7]=[N:6][C:5]([N:8]3[CH2:13][CH2:12][N:11]([CH3:14])[CH2:10][C@@H:9]3[CH3:15])=[CH:4][C:3]=2[O:16][CH3:17])[CH:33]=[N:32][C:31]=1[NH2:45])[CH3:28]. The yield is 0.640. (4) The reactants are [CH3:1][C:2]1[C:6]([CH2:7][N:8]2[CH:12]=[C:11]([N:13]3[CH2:17][CH2:16][NH:15][C:14]3=[O:18])[CH:10]=[N:9]2)=[C:5]([CH3:19])[O:4][N:3]=1.[H-].[Na+].[CH2:22](Br)[C:23]1[CH:28]=[CH:27][CH:26]=[CH:25][CH:24]=1. The product is [CH2:22]([N:15]1[CH2:16][CH2:17][N:13]([C:11]2[CH:10]=[N:9][N:8]([CH2:7][C:6]3[C:2]([CH3:1])=[N:3][O:4][C:5]=3[CH3:19])[CH:12]=2)[C:14]1=[O:18])[C:23]1[CH:28]=[CH:27][CH:26]=[CH:25][CH:24]=1. The catalyst is CN(C=O)C. The yield is 0.310. (5) The reactants are [C:1](Cl)(Cl)=[O:2].[N:5]1[CH:10]=[CH:9]C=[CH:7][CH:6]=1.[CH3:11][C:12]1[N:17]=[C:16]([NH2:18])[CH:15]=[CH:14][C:13]=1[O:19][C:20]1[CH:25]=[CH:24][N:23]=[C:22]([C:26]2[CH:31]=[CH:30][C:29]([N:32]3[CH2:37][CH2:36][N:35]([CH3:38])[CH2:34][CH2:33]3)=[CH:28][CH:27]=2)[CH:21]=1.CC[N:41]([CH:45](C)C)C(C)C.[OH-:48].[Na+]. The catalyst is C(Cl)Cl. The product is [CH2:6]([N:5]1[CH2:10][CH2:9][N:41]([C:45]([NH:18][C:16]2[CH:15]=[CH:14][C:13]([O:19][C:20]3[CH:25]=[CH:24][N:23]=[C:22]([C:26]4[CH:27]=[CH:28][C:29]([N:32]5[CH2:33][CH2:34][N:35]([CH3:38])[CH2:36][CH2:37]5)=[CH:30][CH:31]=4)[CH:21]=3)=[C:12]([CH3:11])[N:17]=2)=[O:48])[C:1]1=[O:2])[CH3:7]. The yield is 0.390. (6) The reactants are [CH3:1][O:2][C:3]1[CH:30]=[CH:29][CH:28]=[CH:27][C:4]=1[C:5]([C:7]1[CH:12]=[CH:11][C:10]([CH3:13])=[CH:9][C:8]=1[NH:14][C:15](=[O:26])[NH:16][C:17]1[S:18][CH:19]=[C:20]([CH2:22][C:23]([OH:25])=O)[N:21]=1)=[O:6].[CH3:31][O:32][CH2:33][CH2:34][NH2:35]. No catalyst specified. The product is [CH3:1][O:2][C:3]1[CH:30]=[CH:29][CH:28]=[CH:27][C:4]=1[C:5]([C:7]1[CH:12]=[CH:11][C:10]([CH3:13])=[CH:9][C:8]=1[NH:14][C:15](=[O:26])[NH:16][C:17]1[S:18][CH:19]=[C:20]([CH2:22][C:23]([NH:35][CH2:34][CH2:33][O:32][CH3:31])=[O:25])[N:21]=1)=[O:6]. The yield is 0.700. (7) The reactants are [CH2:1]([O:8][C:9]1[CH:14]=[CH:13][N:12]([C:15]2[CH:16]=[CH:17][C:18]3[C:19]4[CH2:28][N:27]([C:29](=[O:32])[CH2:30][Cl:31])[CH2:26][CH2:25][C:20]=4[N:21]([CH3:24])[C:22]=3[CH:23]=2)[C:11](=[O:33])[CH:10]=1)[C:2]1[CH:7]=[CH:6][CH:5]=[CH:4][CH:3]=1.[NH:34]1[CH2:38][CH2:37][CH2:36][CH2:35]1. The catalyst is CC#N. The product is [ClH:31].[ClH:31].[CH2:1]([O:8][C:9]1[CH:14]=[CH:13][N:12]([C:15]2[CH:16]=[CH:17][C:18]3[C:19]4[CH2:28][N:27]([C:29](=[O:32])[CH2:30][N:34]5[CH2:38][CH2:37][CH2:36][CH2:35]5)[CH2:26][CH2:25][C:20]=4[N:21]([CH3:24])[C:22]=3[CH:23]=2)[C:11](=[O:33])[CH:10]=1)[C:2]1[CH:7]=[CH:6][CH:5]=[CH:4][CH:3]=1. The yield is 0.970. (8) The product is [I:11][C:3]1[CH:4]=[CH:5][CH:6]=[C:1]([CH3:10])[C:2]=1[C:7]([OH:9])=[O:8]. The reactants are [C:1]1([CH3:10])[C:2]([C:7]([OH:9])=[O:8])=[CH:3][CH:4]=[CH:5][CH:6]=1.[I:11]N1C(=O)CCC1=O. The yield is 0.920. The catalyst is CN(C=O)C.O.CCOC(C)=O.CC([O-])=O.CC([O-])=O.[Pd+2]. (9) The reactants are [CH2:1]([O:8][C:9](=[O:26])[NH:10][C:11]1[CH:16]=[CH:15][C:14]([O:17][C:18]2[CH:23]=[CH:22][N:21]=[C:20]([NH2:24])[CH:19]=2)=[CH:13][C:12]=1[F:25])[C:2]1[CH:7]=[CH:6][CH:5]=[CH:4][CH:3]=1.C(N(CC)CC)C.Cl[C:35](OC1C=CC=CC=1)=[O:36].[N:44]1([CH:49]2[CH2:54][CH2:53][NH:52][CH2:51][CH2:50]2)[CH2:48][CH2:47][CH2:46][CH2:45]1. The catalyst is O1CCCC1.O.C(OCC)(=O)C.CN(C)C=O. The product is [F:25][C:12]1[CH:13]=[C:14]([O:17][C:18]2[CH:23]=[CH:22][N:21]=[C:20]([NH:24][C:35]([N:52]3[CH2:53][CH2:54][CH:49]([N:44]4[CH2:48][CH2:47][CH2:46][CH2:45]4)[CH2:50][CH2:51]3)=[O:36])[CH:19]=2)[CH:15]=[CH:16][C:11]=1[NH:10][C:9](=[O:26])[O:8][CH2:1][C:2]1[CH:3]=[CH:4][CH:5]=[CH:6][CH:7]=1. The yield is 0.475.